From a dataset of Reaction yield outcomes from USPTO patents with 853,638 reactions. Predict the reaction yield, written as a fraction of the theoretical maximum amount of product (1.0 means a 100% yield; for example, 0.34 means a 34% yield). (1) The reactants are [F:1][C:2]1[C:7]2[N:8]=[CH:9][S:10][C:6]=2[CH:5]=[C:4]([C:11]([O:13]C)=[O:12])[C:3]=1[NH:15][C:16]1[CH:21]=[CH:20][C:19]([Br:22])=[CH:18][C:17]=1[Cl:23].[Li+].[OH-].Cl. The catalyst is C1COCC1.CO. The product is [F:1][C:2]1[C:7]2[N:8]=[CH:9][S:10][C:6]=2[CH:5]=[C:4]([C:11]([OH:13])=[O:12])[C:3]=1[NH:15][C:16]1[CH:21]=[CH:20][C:19]([Br:22])=[CH:18][C:17]=1[Cl:23]. The yield is 0.957. (2) The reactants are [CH2:1]([NH2:13])[CH2:2][CH2:3][CH2:4][CH2:5][CH2:6][CH2:7][CH2:8][CH2:9][CH2:10][CH2:11][CH3:12].C([O-])([O-])=O.[Na+].[Na+].Br[CH2:21][CH2:22][CH2:23][CH2:24][CH2:25][CH2:26][CH2:27][CH2:28][CH2:29][CH2:30][CH2:31][CH2:32][CH2:33][CH3:34]. The catalyst is [I-].C([N+](CCCC)(CCCC)CCCC)CCC.CN(C=O)C.O1CCOCC1. The product is [CH2:1]([NH:13][CH2:34][CH2:33][CH2:32][CH2:31][CH2:30][CH2:29][CH2:28][CH2:27][CH2:26][CH2:25][CH2:24][CH2:23][CH2:22][CH3:21])[CH2:2][CH2:3][CH2:4][CH2:5][CH2:6][CH2:7][CH2:8][CH2:9][CH2:10][CH2:11][CH3:12]. The yield is 0.350. (3) The reactants are [Cl:1][C:2]1[CH:7]=[CH:6][C:5]([S:8]([NH:11][CH2:12][C:13]2[CH:18]=[CH:17][CH:16]=[CH:15][N:14]=2)(=[O:10])=[O:9])=[CH:4][CH:3]=1.[H-].[Na+].Br[CH2:22][C:23]1[CH:32]=[CH:31][C:26]([C:27]([O:29][CH3:30])=[O:28])=[CH:25][CH:24]=1. The catalyst is CN(C=O)C. The product is [Cl:1][C:2]1[CH:3]=[CH:4][C:5]([S:8]([N:11]([CH2:22][C:23]2[CH:32]=[CH:31][C:26]([C:27]([O:29][CH3:30])=[O:28])=[CH:25][CH:24]=2)[CH2:12][C:13]2[CH:18]=[CH:17][CH:16]=[CH:15][N:14]=2)(=[O:10])=[O:9])=[CH:6][CH:7]=1. The yield is 0.290. (4) The reactants are C(OC([NH:8][CH2:9][CH2:10][CH2:11][O:12][C:13]1[CH:14]=[C:15]([CH:32]=[CH:33][CH:34]=1)[O:16][C:17]1[CH:18]=[C:19]([CH3:31])[C:20]2[CH:24]([CH2:25][C:26]([OH:28])=[O:27])[O:23][B:22]([OH:29])[C:21]=2[CH:30]=1)=O)(C)(C)C. The catalyst is Cl.O1CCOCC1. The product is [NH2:8][CH2:9][CH2:10][CH2:11][O:12][C:13]1[CH:14]=[C:15]([CH:32]=[CH:33][CH:34]=1)[O:16][C:17]1[CH:18]=[C:19]([CH3:31])[C:20]2[CH:24]([CH2:25][C:26]([OH:28])=[O:27])[O:23][B:22]([OH:29])[C:21]=2[CH:30]=1. The yield is 0.450. (5) The reactants are C[Si](C=[N+]=[N-])(C)C.C(O[C:13]([NH:15][CH:16]([CH:21]1[CH2:24][CH2:23][CH2:22]1)[CH2:17][C:18]([OH:20])=[O:19])=O)(C)(C)C.[F:25][C:26]1[CH:33]=[CH:32][C:29](C=O)=[CH:28][CH:27]=1.[C:34]([O-])(=O)C.[Na+].C([BH3-])#N.[Na+]. The catalyst is C(OCC)C.C1(C)C=CC=CC=1.CO.C1C=CC=CC=1. The product is [CH3:34][O:20][C:18](=[O:19])[CH2:17][CH:16]([CH:21]1[CH2:22][CH2:23][CH2:24]1)[NH:15][CH2:13][C:29]1[CH:32]=[CH:33][C:26]([F:25])=[CH:27][CH:28]=1. The yield is 0.440.